This data is from Reaction yield outcomes from USPTO patents with 853,638 reactions. The task is: Predict the reaction yield, written as a fraction of the theoretical maximum amount of product (1.0 means a 100% yield; for example, 0.34 means a 34% yield). (1) The reactants are [NH2:1][C:2]1[S:3][CH:4]=[CH:5][N:6]=1.C(N(CC)CC)C.[Cl-].ClC1N(C)CC[NH+]1C.[OH:23][C:24]1[CH:25]=[C:26]([O:33][CH:34]([CH3:36])[CH3:35])[CH:27]=[C:28]([CH:32]=1)[C:29](O)=[O:30].[Cl-].[NH4+]. The catalyst is C(Cl)(Cl)Cl. The product is [OH:23][C:24]1[CH:25]=[C:26]([O:33][CH:34]([CH3:36])[CH3:35])[CH:27]=[C:28]([CH:32]=1)[C:29]([NH:1][C:2]1[S:3][CH:4]=[CH:5][N:6]=1)=[O:30]. The yield is 0.530. (2) No catalyst specified. The reactants are [F:1][C:2]1[C:7]([F:8])=[CH:6][C:5](B(O)O)=[C:4]([O:12][C@H:13]([CH2:15][CH:16]=[CH2:17])[CH3:14])[CH:3]=1.[CH2:18]([O:21][C:22]1([CH3:55])[CH2:27][CH2:26][N:25]([C:28]2[N:33]3[CH:34]=[C:35]([C:37]4[CH:42]=[CH:41][CH:40]=[C:39](Br)[CH:38]=4)[N:36]=[C:32]3[CH:31]=[C:30]([CH3:44])[C:29]=2[C@H:45]([O:50][C:51]([CH3:54])([CH3:53])[CH3:52])[C:46]([O:48][CH3:49])=[O:47])[CH2:24][CH2:23]1)[CH:19]=[CH2:20].C(OC1(C)CCN(C2N3C=C(C4C=C(C5C=CC(F)=CC=5O[C@H](CC=C)C)C=CC=4)N=C3C=C(C)C=2[C@H](OC(C)(C)C)C(OC)=O)CC1)C=C. The yield is 0.720. The product is [C:51]([O:50][C@@H:45]([C:29]1[C:30]([CH3:44])=[CH:31][C:32]2[N:33]([CH:34]=[C:35]([C:37]3[CH:38]=[CH:39][CH:40]=[C:41]([C:5]4[CH:6]=[C:7]([F:8])[C:2]([F:1])=[CH:3][C:4]=4[O:12][C@H:13]([CH2:15][CH:16]=[CH2:17])[CH3:14])[CH:42]=3)[N:36]=2)[C:28]=1[N:25]1[CH2:24][CH2:23][C:22]([CH3:55])([O:21][CH2:18][CH:19]=[CH2:20])[CH2:27][CH2:26]1)[C:46]([O:48][CH3:49])=[O:47])([CH3:52])([CH3:53])[CH3:54].